The task is: Regression. Given two drug SMILES strings and cell line genomic features, predict the synergy score measuring deviation from expected non-interaction effect.. This data is from NCI-60 drug combinations with 297,098 pairs across 59 cell lines. (1) Drug 1: CCC1(CC2CC(C3=C(CCN(C2)C1)C4=CC=CC=C4N3)(C5=C(C=C6C(=C5)C78CCN9C7C(C=CC9)(C(C(C8N6C)(C(=O)OC)O)OC(=O)C)CC)OC)C(=O)OC)O.OS(=O)(=O)O. Drug 2: C1=CC=C(C(=C1)C(C2=CC=C(C=C2)Cl)C(Cl)Cl)Cl. Cell line: 786-0. Synergy scores: CSS=2.99, Synergy_ZIP=-1.89, Synergy_Bliss=-0.727, Synergy_Loewe=-10.5, Synergy_HSA=-1.94. (2) Drug 1: CC1C(C(=O)NC(C(=O)N2CCCC2C(=O)N(CC(=O)N(C(C(=O)O1)C(C)C)C)C)C(C)C)NC(=O)C3=C4C(=C(C=C3)C)OC5=C(C(=O)C(=C(C5=N4)C(=O)NC6C(OC(=O)C(N(C(=O)CN(C(=O)C7CCCN7C(=O)C(NC6=O)C(C)C)C)C)C(C)C)C)N)C. Cell line: SN12C. Drug 2: C1CNP(=O)(OC1)N(CCCl)CCCl. Synergy scores: CSS=15.3, Synergy_ZIP=1.43, Synergy_Bliss=4.06, Synergy_Loewe=0.754, Synergy_HSA=2.78. (3) Drug 1: C1CN1P(=S)(N2CC2)N3CC3. Drug 2: CC1CCCC2(C(O2)CC(NC(=O)CC(C(C(=O)C(C1O)C)(C)C)O)C(=CC3=CSC(=N3)C)C)C. Cell line: UACC62. Synergy scores: CSS=48.1, Synergy_ZIP=-3.79, Synergy_Bliss=-5.75, Synergy_Loewe=-1.75, Synergy_HSA=1.02. (4) Drug 1: CCC1(CC2CC(C3=C(CCN(C2)C1)C4=CC=CC=C4N3)(C5=C(C=C6C(=C5)C78CCN9C7C(C=CC9)(C(C(C8N6C=O)(C(=O)OC)O)OC(=O)C)CC)OC)C(=O)OC)O.OS(=O)(=O)O. Drug 2: CS(=O)(=O)CCNCC1=CC=C(O1)C2=CC3=C(C=C2)N=CN=C3NC4=CC(=C(C=C4)OCC5=CC(=CC=C5)F)Cl. Cell line: NCI/ADR-RES. Synergy scores: CSS=18.1, Synergy_ZIP=3.89, Synergy_Bliss=4.26, Synergy_Loewe=5.53, Synergy_HSA=4.25. (5) Drug 1: C1C(C(OC1N2C=NC3=C(N=C(N=C32)Cl)N)CO)O. Drug 2: CCC1(C2=C(COC1=O)C(=O)N3CC4=CC5=C(C=CC(=C5CN(C)C)O)N=C4C3=C2)O.Cl. Cell line: KM12. Synergy scores: CSS=45.5, Synergy_ZIP=-6.96, Synergy_Bliss=-6.95, Synergy_Loewe=-0.190, Synergy_HSA=0.897. (6) Drug 1: CC(CN1CC(=O)NC(=O)C1)N2CC(=O)NC(=O)C2. Drug 2: C1=CC(=CC=C1C#N)C(C2=CC=C(C=C2)C#N)N3C=NC=N3. Cell line: ACHN. Synergy scores: CSS=26.9, Synergy_ZIP=-11.7, Synergy_Bliss=-10.1, Synergy_Loewe=-8.60, Synergy_HSA=-7.69. (7) Drug 1: CC1=C(C=C(C=C1)C(=O)NC2=CC(=CC(=C2)C(F)(F)F)N3C=C(N=C3)C)NC4=NC=CC(=N4)C5=CN=CC=C5. Drug 2: CC12CCC3C(C1CCC2O)C(CC4=C3C=CC(=C4)O)CCCCCCCCCS(=O)CCCC(C(F)(F)F)(F)F. Cell line: HT29. Synergy scores: CSS=7.24, Synergy_ZIP=-3.36, Synergy_Bliss=-0.537, Synergy_Loewe=1.06, Synergy_HSA=1.98.